Predict the reactants needed to synthesize the given product. From a dataset of Full USPTO retrosynthesis dataset with 1.9M reactions from patents (1976-2016). (1) Given the product [Cl:8][C:9]1[N:13]2[N:14]=[C:15]([NH:18][C:5](=[O:7])[CH3:6])[CH:16]=[CH:17][C:12]2=[N:11][N:10]=1, predict the reactants needed to synthesize it. The reactants are: C(O[C:5](=[O:7])[CH3:6])(=O)C.[Cl:8][C:9]1[N:13]2[N:14]=[C:15]([NH2:18])[CH:16]=[CH:17][C:12]2=[N:11][N:10]=1. (2) Given the product [CH2:1]([NH:3][C:4](=[O:28])[NH:5][C:6]1[N:11]=[CH:10][C:9]([C:12]2[S:13][C:14]([C:23]([OH:25])=[O:24])=[C:15]([C:17](=[O:22])[NH:18][CH:19]([CH3:21])[CH3:20])[N:16]=2)=[CH:8][CH:7]=1)[CH3:2], predict the reactants needed to synthesize it. The reactants are: [CH2:1]([NH:3][C:4](=[O:28])[NH:5][C:6]1[N:11]=[CH:10][C:9]([C:12]2[S:13][C:14]([C:23]([O:25]CC)=[O:24])=[C:15]([C:17](=[O:22])[NH:18][CH:19]([CH3:21])[CH3:20])[N:16]=2)=[CH:8][CH:7]=1)[CH3:2].[OH-].[Li+].